This data is from Full USPTO retrosynthesis dataset with 1.9M reactions from patents (1976-2016). The task is: Predict the reactants needed to synthesize the given product. (1) Given the product [CH3:2][C:3]1[CH:8]=[C:7]([C:9]([F:12])([F:11])[F:10])[CH:6]=[CH:5][C:4]=1[C:24]#[N:25], predict the reactants needed to synthesize it. The reactants are: Cl.[CH3:2][C:3]1[CH:8]=[C:7]([C:9]([F:12])([F:11])[F:10])[CH:6]=[CH:5][C:4]=1N.N([O-])=O.[Na+].C(=O)([O-])[O-].[K+].[K+].[C-:24]#[N:25].[K+]. (2) Given the product [N+:1]([C:4]1[CH:11]=[C:10]([N+:12]([O-:14])=[O:13])[CH:9]=[CH:8][C:5]=1/[CH:6]=[CH:34]/[C:35]([O:37][CH2:38][CH3:39])=[O:36])([O-:3])=[O:2], predict the reactants needed to synthesize it. The reactants are: [N+:1]([C:4]1[CH:11]=[C:10]([N+:12]([O-:14])=[O:13])[CH:9]=[CH:8][C:5]=1[CH:6]=O)([O-:3])=[O:2].C(N(C(C)C)C(C)C)C.[Cl-].[Li+].C(OP([CH2:34][C:35]([O:37][CH2:38][CH3:39])=[O:36])(OCC)=O)C. (3) Given the product [CH3:25][O:24][C:20]1[CH:21]=[C:22]2[C:17](=[CH:18][CH:19]=1)[NH:16][C:15](=[O:26])[C:14]([CH:11]1[CH2:12][CH2:13][NH:8][CH2:9][CH2:10]1)=[CH:23]2, predict the reactants needed to synthesize it. The reactants are: C([N:8]1[CH2:13][CH:12]=[C:11]([C:14]2[C:15]([OH:26])=[N:16][C:17]3[C:22]([CH:23]=2)=[CH:21][C:20]([O:24][CH3:25])=[CH:19][CH:18]=3)[CH2:10][CH2:9]1)C1C=CC=CC=1.[H][H].C1COCC1. (4) Given the product [S:1]1[C:5]([C:6]2[CH:14]=[C:13]([N+:15]([O-:17])=[O:16])[CH:12]=[C:8]3[C:7]=2[NH:24][N:23]=[C:9]3[OH:10])=[CH:4][C:3]2[CH:19]=[CH:20][CH:21]=[CH:22][C:2]1=2, predict the reactants needed to synthesize it. The reactants are: [S:1]1[C:5]([C:6]2[C:7](Cl)=[C:8]([CH:12]=[C:13]([N+:15]([O-:17])=[O:16])[CH:14]=2)[C:9](O)=[O:10])=[CH:4][C:3]2[CH:19]=[CH:20][CH:21]=[CH:22][C:2]1=2.[NH2:23][NH2:24]. (5) Given the product [Cl:1][C:2]1[N:7]=[N:6][C:5]([O:8][CH3:9])=[C:4]([C:10](=[O:12])[CH3:11])[CH:3]=1, predict the reactants needed to synthesize it. The reactants are: [Cl:1][C:2]1[N:7]=[N:6][C:5]([O:8][CH3:9])=[C:4]([CH:10]([OH:12])[CH3:11])[CH:3]=1. (6) Given the product [C:17]([CH2:16][N:1]1[CH2:6][CH2:5][C:4](=[C:7]([C:10]2[CH:15]=[CH:14][CH:13]=[CH:12][N:11]=2)[C:8]#[N:9])[CH2:3][CH2:2]1)#[N:18], predict the reactants needed to synthesize it. The reactants are: [NH:1]1[CH2:6][CH2:5][C:4](=[C:7]([C:10]2[CH:15]=[CH:14][CH:13]=[CH:12][N:11]=2)[C:8]#[N:9])[CH2:3][CH2:2]1.[CH3:16][CH2:17][N:18](CC)CC.ClCC#N. (7) Given the product [CH3:10][C:6]1[CH:5]=[C:4]([CH:9]=[CH:8][N:7]=1)[C:3]([NH:13][NH2:14])=[O:2], predict the reactants needed to synthesize it. The reactants are: C[O:2][C:3](=O)[C:4]1[CH:9]=[CH:8][N:7]=[C:6]([CH3:10])[CH:5]=1.O.[NH2:13][NH2:14]. (8) Given the product [C:29]([O:32][CH2:33][C:34]1[C:35]([N:49]2[CH2:61][CH2:60][N:52]3[C:53]4[CH2:54][CH2:55][CH2:56][CH2:57][C:58]=4[CH:59]=[C:51]3[C:50]2=[O:62])=[N:36][CH:37]=[CH:38][C:39]=1[C:2]1[CH:3]=[C:4]([NH:10][C:11]2[CH:16]=[CH:15][C:14]([N:17]3[CH2:22][CH2:21][N:20]([CH:23]4[CH2:24][O:25][CH2:26]4)[CH2:19][C:18]3([CH3:27])[CH3:28])=[CH:13][N:12]=2)[C:5](=[O:9])[N:6]([CH3:8])[CH:7]=1)(=[O:31])[CH3:30], predict the reactants needed to synthesize it. The reactants are: Br[C:2]1[CH:3]=[C:4]([NH:10][C:11]2[CH:16]=[CH:15][C:14]([N:17]3[CH2:22][CH2:21][N:20]([CH:23]4[CH2:26][O:25][CH2:24]4)[CH2:19][C:18]3([CH3:28])[CH3:27])=[CH:13][N:12]=2)[C:5](=[O:9])[N:6]([CH3:8])[CH:7]=1.[C:29]([O:32][CH2:33][C:34]1[C:35]([N:49]2[CH2:61][CH2:60][N:52]3[C:53]4[CH2:54][CH2:55][CH2:56][CH2:57][C:58]=4[CH:59]=[C:51]3[C:50]2=[O:62])=[N:36][CH:37]=[CH:38][C:39]=1B1OC(C)(C)C(C)(C)O1)(=[O:31])[CH3:30].[O-]P([O-])([O-])=O.[K+].[K+].[K+].C([O-])(=O)C.[Na+]. (9) The reactants are: Cl[C:2]1[C:11]([CH2:12][C:13]2[CH:18]=[CH:17][C:16]([C:19]([F:22])([F:21])[F:20])=[CH:15][CH:14]=2)=[C:10]([Cl:23])[C:9]2[C:4](=[CH:5][CH:6]=[C:7]([I:24])[CH:8]=2)[N:3]=1.C[O-].[Na+].[C:28](=O)(O)[O-:29].[Na+]. Given the product [Cl:23][C:10]1[C:9]2[C:4](=[CH:5][CH:6]=[C:7]([I:24])[CH:8]=2)[N:3]=[C:2]([O:29][CH3:28])[C:11]=1[CH2:12][C:13]1[CH:18]=[CH:17][C:16]([C:19]([F:22])([F:21])[F:20])=[CH:15][CH:14]=1, predict the reactants needed to synthesize it.